This data is from Full USPTO retrosynthesis dataset with 1.9M reactions from patents (1976-2016). The task is: Predict the reactants needed to synthesize the given product. (1) Given the product [Cl:12][C:13]1[N:18]=[C:17]([Cl:19])[CH:16]=[C:15]([C:3]2[S:4][CH:5]=[CH:6][C:2]=2[Cl:1])[N:14]=1, predict the reactants needed to synthesize it. The reactants are: [Cl:1][C:2]1[CH:6]=[CH:5][S:4][CH:3]=1.[Li]CCCC.[Cl:12][C:13]1[N:18]=[C:17]([Cl:19])[CH:16]=[CH:15][N:14]=1.C(C1C(=O)C(Cl)=C(Cl)C(=O)C=1C#N)#N. (2) The reactants are: [CH2:1]([NH:3][C:4]([NH:6][C:7]1[CH:12]=[CH:11][C:10]([C:13]2[N:14]=[C:15]([N:23]3[CH2:28][CH2:27][O:26][CH2:25][C@@H:24]3[CH3:29])[C:16]3[CH2:22][CH2:21][NH:20][CH2:19][C:17]=3[N:18]=2)=[CH:9][CH:8]=1)=[O:5])[CH3:2].[N:30]1[CH:35]=[CH:34][CH:33]=[C:32]([CH2:36]N2CCC(=O)CC2)[CH:31]=1.C(O[BH-](OC(=O)C)OC(=O)C)(=O)C.[Na+]. Given the product [CH2:1]([NH:3][C:4]([NH:6][C:7]1[CH:8]=[CH:9][C:10]([C:13]2[N:14]=[C:15]([N:23]3[CH2:28][CH2:27][O:26][CH2:25][C@@H:24]3[CH3:29])[C:16]3[CH2:22][CH2:21][N:20]([CH2:36][C:32]4[CH:31]=[N:30][CH:35]=[CH:34][CH:33]=4)[CH2:19][C:17]=3[N:18]=2)=[CH:11][CH:12]=1)=[O:5])[CH3:2], predict the reactants needed to synthesize it. (3) Given the product [Cl:34][C:11]1[C:10]2[C:5](=[C:6]([Br:14])[CH:7]=[CH:8][CH:9]=2)[N:4]=[C:3]([C:2]([F:22])([F:1])[C:15]2[CH:20]=[CH:19][C:18]([F:21])=[CH:17][N:16]=2)[N:12]=1, predict the reactants needed to synthesize it. The reactants are: [F:1][C:2]([F:22])([C:15]1[CH:20]=[CH:19][C:18]([F:21])=[CH:17][N:16]=1)[C:3]1[NH:12][C:11](=O)[C:10]2[C:5](=[C:6]([Br:14])[CH:7]=[CH:8][CH:9]=2)[N:4]=1.CCN(C(C)C)C(C)C.O=P(Cl)(Cl)[Cl:34]. (4) Given the product [CH2:9]([O:16][C:17]1[N:18]=[C:19]([CH3:25])[N:20]=[C:21]([C:23](=[N:7][OH:8])[NH2:24])[CH:22]=1)[C:10]1[CH:11]=[CH:12][CH:13]=[CH:14][CH:15]=1, predict the reactants needed to synthesize it. The reactants are: C(=O)([O-])O.[Na+].Cl.[NH2:7][OH:8].[CH2:9]([O:16][C:17]1[CH:22]=[C:21]([C:23]#[N:24])[N:20]=[C:19]([CH3:25])[N:18]=1)[C:10]1[CH:15]=[CH:14][CH:13]=[CH:12][CH:11]=1. (5) Given the product [C:1]([O:4][CH2:5][C:6](=[O:16])[CH2:7][C:8]1[CH:13]=[CH:12][CH:11]=[CH:10][C:9]=1[Cl:17])(=[O:3])[CH3:2], predict the reactants needed to synthesize it. The reactants are: [C:1]([O:4][CH2:5][C:6](=[O:16])[CH2:7][C:8]1[CH:13]=[CH:12][C:11](Cl)=[C:10](Cl)[CH:9]=1)(=[O:3])[CH3:2].[Cl:17]CC(=O)CC1C=CC=CC=1Cl.C(O)(=O)C.C(N(CC)CC)C. (6) The reactants are: [CH3:1][O:2][CH2:3][CH:4]=[N:5][OH:6].[CH2:7]([O:9][C:10](=[O:13])[C:11]#[CH:12])[CH3:8].[O-]Cl.[Na+]. Given the product [CH2:7]([O:9][C:10]([C:11]1[O:6][N:5]=[C:4]([CH2:3][O:2][CH3:1])[CH:12]=1)=[O:13])[CH3:8], predict the reactants needed to synthesize it.